From a dataset of Peptide-MHC class II binding affinity with 134,281 pairs from IEDB. Regression. Given a peptide amino acid sequence and an MHC pseudo amino acid sequence, predict their binding affinity value. This is MHC class II binding data. (1) The MHC is DRB1_0101 with pseudo-sequence DRB1_0101. The binding affinity (normalized) is 0.582. The peptide sequence is AKKLDRTFFTSAALR. (2) The peptide sequence is KRHRKVLRDNIQGIT. The MHC is H-2-IAs with pseudo-sequence H-2-IAs. The binding affinity (normalized) is 0. (3) The peptide sequence is PGMAKIPAGELQIID. The MHC is HLA-DPA10301-DPB10402 with pseudo-sequence HLA-DPA10301-DPB10402. The binding affinity (normalized) is 0.0741. (4) The peptide sequence is FVAGAKYMVIQGEPG. The MHC is HLA-DQA10201-DQB10202 with pseudo-sequence HLA-DQA10201-DQB10202. The binding affinity (normalized) is 0.196. (5) The peptide sequence is CNANPGLMKDVAKVF. The MHC is HLA-DQA10102-DQB10502 with pseudo-sequence HLA-DQA10102-DQB10502. The binding affinity (normalized) is 0.171. (6) The peptide sequence is YSDRGWGNGCGLFGK. The MHC is DRB1_0301 with pseudo-sequence DRB1_0301. The binding affinity (normalized) is 0.210.